From a dataset of Catalyst prediction with 721,799 reactions and 888 catalyst types from USPTO. Predict which catalyst facilitates the given reaction. The catalyst class is: 1. Reactant: [Cl:1][C:2]1[N:3]=[C:4]([C:9]([NH:11][C@H:12]2[CH2:17][CH2:16][N:15]([C:18]3[S:19][C:20]([C:23]([O:25]CC)=[O:24])=[CH:21][N:22]=3)[CH2:14][C@H:13]2[O:28][CH2:29][CH:30]([F:32])[F:31])=[O:10])[NH:5][C:6]=1[CH2:7][CH3:8].[OH-].[Li+].CO. Product: [Cl:1][C:2]1[N:3]=[C:4]([C:9]([NH:11][C@H:12]2[CH2:17][CH2:16][N:15]([C:18]3[S:19][C:20]([C:23]([OH:25])=[O:24])=[CH:21][N:22]=3)[CH2:14][C@H:13]2[O:28][CH2:29][CH:30]([F:32])[F:31])=[O:10])[NH:5][C:6]=1[CH2:7][CH3:8].